Predict the reactants needed to synthesize the given product. From a dataset of Full USPTO retrosynthesis dataset with 1.9M reactions from patents (1976-2016). (1) Given the product [CH3:34][NH:35][C:2]1[CH:7]=[CH:6][C:5]([CH:8]2[CH2:13][C:12]([CH3:27])([S:14]([C:17]3[CH:22]=[CH:21][CH:20]=[C:19]([C:23]([F:25])([F:26])[F:24])[CH:18]=3)(=[O:16])=[O:15])[CH2:11][CH2:10][O:9]2)=[CH:4][N:3]=1, predict the reactants needed to synthesize it. The reactants are: Br[C:2]1[CH:7]=[CH:6][C:5]([CH:8]2[CH2:13][C:12]([CH3:27])([S:14]([C:17]3[CH:22]=[CH:21][CH:20]=[C:19]([C:23]([F:26])([F:25])[F:24])[CH:18]=3)(=[O:16])=[O:15])[CH2:11][CH2:10][O:9]2)=[CH:4][N:3]=1.C([O-])([O-])=O.[K+].[K+].[CH3:34][NH2:35].CO. (2) Given the product [N+:1]([C:4]1[C:13]2[C:8](=[CH:9][CH:10]=[CH:11][CH:12]=2)[C:7]([OH:27])=[CH:6][CH:5]=1)([O-:3])=[O:2], predict the reactants needed to synthesize it. The reactants are: [N+:1]([C:4]1[C:13]2[C:8](=[CH:9][CH:10]=[CH:11][CH:12]=2)[CH:7]=[CH:6][CH:5]=1)([O-:3])=[O:2].[OH-].[K+].[O-]O.C1(C(C)C)C=CC=CC=1.[O-:27]S([O-])(=S)=O.[Na+].[Na+]. (3) Given the product [C:1]([O:4][C:5]1[CH:15]=[CH:14][CH:13]=[CH:12][C:6]=1[C:7]([O:9][CH2:10][O:30][C:28](=[O:29])[C:27]1[CH:26]=[CH:25][C:24]([O:23][CH2:22][CH2:21][CH2:20][O:19][N+:16]([O-:18])=[O:17])=[CH:32][CH:31]=1)=[O:8])(=[O:3])[CH3:2], predict the reactants needed to synthesize it. The reactants are: [C:1]([O:4][C:5]1[CH:15]=[CH:14][CH:13]=[CH:12][C:6]=1[C:7]([O:9][CH2:10]Cl)=[O:8])(=[O:3])[CH3:2].[N+:16]([O:19][CH2:20][CH2:21][CH2:22][O:23][C:24]1[CH:32]=[CH:31][C:27]([C:28]([OH:30])=[O:29])=[CH:26][CH:25]=1)([O-:18])=[O:17].CCN(CC)CC. (4) Given the product [CH3:25][C:22]([O:21][C:19]([N:14]1[CH2:15][CH2:16][CH2:17][CH2:18][C@H:13]1[C:11]([NH:10][C@@H:3]([CH2:1][CH3:2])/[CH:4]=[CH:5]/[C:6]([OH:8])=[O:7])=[O:12])=[O:20])([CH3:23])[CH3:24], predict the reactants needed to synthesize it. The reactants are: [CH2:1]([C@H:3]([NH:10][C:11]([C@@H:13]1[CH2:18][CH2:17][CH2:16][CH2:15][N:14]1[C:19]([O:21][C:22]([CH3:25])([CH3:24])[CH3:23])=[O:20])=[O:12])/[CH:4]=[CH:5]/[C:6]([O:8]C)=[O:7])[CH3:2].O.[Li+].[OH-]. (5) Given the product [Cl:1][C:2]1[CH:3]=[C:4]([C:9]2[C:10](=[O:24])[N:11]([CH3:23])[N:12]([CH:20]([CH3:21])[CH3:22])[C:13]=2[C:14]2[CH:15]=[CH:16][N:17]=[CH:18][CH:19]=2)[CH:5]=[CH:6][C:7]=1[Cl:8], predict the reactants needed to synthesize it. The reactants are: [Cl:1][C:2]1[CH:3]=[C:4]([CH:9]2[CH:13]([C:14]3[CH:19]=[CH:18][N:17]=[CH:16][CH:15]=3)[N:12]([CH:20]([CH3:22])[CH3:21])[N:11]([CH3:23])[C:10]2=[O:24])[CH:5]=[CH:6][C:7]=1[Cl:8].[Br-].[Br-].[Br-].C1([N+](CC)(CC)CC)C=CC=CC=1.C1([N+](CC)(CC)CC)C=CC=CC=1.C1([N+](CC)(CC)CC)C=CC=CC=1. (6) Given the product [C:22]1([C:19]2[O:18][C:17]([CH:12]3[CH2:13][CH2:14][CH2:15][CH2:16][NH:11]3)=[N:21][CH:20]=2)[CH:23]=[CH:24][CH:25]=[CH:26][CH:27]=1, predict the reactants needed to synthesize it. The reactants are: C(OC([N:11]1[CH2:16][CH2:15][CH2:14][CH2:13][CH:12]1[C:17]1[O:18][C:19]([C:22]2[CH:27]=[CH:26][CH:25]=[CH:24][CH:23]=2)=[CH:20][N:21]=1)=O)C1C=CC=CC=1.C[Si](I)(C)C.CO.